Dataset: Full USPTO retrosynthesis dataset with 1.9M reactions from patents (1976-2016). Task: Predict the reactants needed to synthesize the given product. (1) Given the product [NH2:13][C:10]1[C:11]([CH3:12])=[C:5]2[C:4]([NH:24][C:25]3[CH:26]=[CH:27][C:28]([O:31][C:32]4[CH:37]=[CH:36][CH:35]=[CH:34][CH:33]=4)=[CH:29][CH:30]=3)=[C:3]([C:1]#[N:2])[CH:8]=[N:7][N:6]2[CH:9]=1, predict the reactants needed to synthesize it. The reactants are: [C:1]([C:3]1[CH:8]=[N:7][N:6]2[CH:9]=[C:10]([NH:13]C(=O)OCC3C=CC=CC=3)[C:11]([CH3:12])=[C:5]2[C:4]=1[NH:24][C:25]1[CH:30]=[CH:29][C:28]([O:31][C:32]2[CH:37]=[CH:36][CH:35]=[CH:34][CH:33]=2)=[CH:27][CH:26]=1)#[N:2].Cl. (2) Given the product [NH2:8][C:6]1[N:5]=[C:4]2[C:3]([NH:16][C:17](=[O:18])[N:9]2[CH:10]2[CH2:11][CH2:12][O:13][CH2:14][CH2:15]2)=[C:2]([Cl:1])[N:7]=1, predict the reactants needed to synthesize it. The reactants are: [Cl:1][C:2]1[N:7]=[C:6]([NH2:8])[N:5]=[C:4]([NH:9][CH:10]2[CH2:15][CH2:14][O:13][CH2:12][CH2:11]2)[C:3]=1[NH2:16].[C:17](Cl)(Cl)=[O:18]. (3) Given the product [CH:1]1([S:4]([C:5]2[CH:10]=[CH:9][C:8]([N+:11]([O-:13])=[O:12])=[CH:7][CH:6]=2)=[O:15])[CH2:3][CH2:2]1, predict the reactants needed to synthesize it. The reactants are: [CH:1]1([S:4][C:5]2[CH:10]=[CH:9][C:8]([N+:11]([O-:13])=[O:12])=[CH:7][CH:6]=2)[CH2:3][CH2:2]1.I(O)(=O)(=O)=[O:15].S([O-])([O-])(=O)=S.[Na+].[Na+].